Task: Regression. Given two drug SMILES strings and cell line genomic features, predict the synergy score measuring deviation from expected non-interaction effect.. Dataset: NCI-60 drug combinations with 297,098 pairs across 59 cell lines (1) Drug 1: CC(C1=C(C=CC(=C1Cl)F)Cl)OC2=C(N=CC(=C2)C3=CN(N=C3)C4CCNCC4)N. Drug 2: CC=C1C(=O)NC(C(=O)OC2CC(=O)NC(C(=O)NC(CSSCCC=C2)C(=O)N1)C(C)C)C(C)C. Cell line: HL-60(TB). Synergy scores: CSS=46.0, Synergy_ZIP=1.88, Synergy_Bliss=3.33, Synergy_Loewe=-50.7, Synergy_HSA=1.31. (2) Cell line: UACC62. Synergy scores: CSS=4.53, Synergy_ZIP=-4.23, Synergy_Bliss=-3.10, Synergy_Loewe=-9.53, Synergy_HSA=-3.17. Drug 1: C1=CC(=CC=C1CCC2=CNC3=C2C(=O)NC(=N3)N)C(=O)NC(CCC(=O)O)C(=O)O. Drug 2: CC1=C(C=C(C=C1)NC(=O)C2=CC=C(C=C2)CN3CCN(CC3)C)NC4=NC=CC(=N4)C5=CN=CC=C5. (3) Drug 1: CCCS(=O)(=O)NC1=C(C(=C(C=C1)F)C(=O)C2=CNC3=C2C=C(C=N3)C4=CC=C(C=C4)Cl)F. Drug 2: CC(C)(C#N)C1=CC(=CC(=C1)CN2C=NC=N2)C(C)(C)C#N. Cell line: UACC62. Synergy scores: CSS=46.2, Synergy_ZIP=5.77, Synergy_Bliss=5.23, Synergy_Loewe=0.736, Synergy_HSA=5.66. (4) Drug 1: CC1=C(C=C(C=C1)NC2=NC=CC(=N2)N(C)C3=CC4=NN(C(=C4C=C3)C)C)S(=O)(=O)N.Cl. Drug 2: CCN(CC)CCNC(=O)C1=C(NC(=C1C)C=C2C3=C(C=CC(=C3)F)NC2=O)C. Cell line: NCIH23. Synergy scores: CSS=-2.41, Synergy_ZIP=1.80, Synergy_Bliss=-2.71, Synergy_Loewe=-6.47, Synergy_HSA=-6.50. (5) Drug 1: CN(C)C1=NC(=NC(=N1)N(C)C)N(C)C. Drug 2: C1=NNC2=C1C(=O)NC=N2. Cell line: MDA-MB-231. Synergy scores: CSS=-4.51, Synergy_ZIP=4.06, Synergy_Bliss=3.97, Synergy_Loewe=0.662, Synergy_HSA=-0.690.